From a dataset of Forward reaction prediction with 1.9M reactions from USPTO patents (1976-2016). Predict the product of the given reaction. (1) Given the reactants [C:1]([C:5]1[CH:10]=[CH:9][CH:8]=[CH:7][C:6]=1[CH:11]([C:13]1[CH:14]=[N:15][C:16]2[C:21]([CH:22]=1)=[CH:20][CH:19]=[CH:18][C:17]=2[F:23])[OH:12])([CH3:4])([CH3:3])[CH3:2].CC(OI1(OC(C)=O)(OC(C)=O)OC(=O)C2C=CC=CC1=2)=O.O, predict the reaction product. The product is: [C:1]([C:5]1[CH:10]=[CH:9][CH:8]=[CH:7][C:6]=1[C:11]([C:13]1[CH:14]=[N:15][C:16]2[C:21]([CH:22]=1)=[CH:20][CH:19]=[CH:18][C:17]=2[F:23])=[O:12])([CH3:4])([CH3:2])[CH3:3]. (2) Given the reactants [NH:1]([C:8]1[C:13]([Br:14])=[CH:12][N:11]=[C:10]([NH:15][C:16]2[CH:21]=[CH:20][C:19](I)=[CH:18][CH:17]=2)[N:9]=1)[C:2]1[CH:7]=[CH:6][CH:5]=[CH:4][CH:3]=1.[CH3:23][N:24]([CH2:26][C:27]#[CH:28])[CH3:25], predict the reaction product. The product is: [NH:1]([C:8]1[C:13]([Br:14])=[CH:12][N:11]=[C:10]([NH:15][C:16]2[CH:21]=[CH:20][C:19]([C:28]#[C:27][CH2:26][N:24]([CH3:25])[CH3:23])=[CH:18][CH:17]=2)[N:9]=1)[C:2]1[CH:7]=[CH:6][CH:5]=[CH:4][CH:3]=1. (3) Given the reactants [F:1][C:2]([F:33])([F:32])[C:3]1[CH:4]=[C:5]([CH2:13][C:14]([N:16]2[CH2:21][CH2:20][CH:19]3[CH2:22][NH:23][CH2:24][CH:18]3[CH:17]2[C:25]2[CH:30]=[CH:29][C:28]([F:31])=[CH:27][CH:26]=2)=[O:15])[CH:6]=[C:7]([C:9]([F:12])([F:11])[F:10])[CH:8]=1.[C:34]1(=O)[CH2:38][CH2:37][C:36](=[O:39])[CH2:35]1, predict the reaction product. The product is: [F:33][C:2]([F:1])([F:32])[C:3]1[CH:4]=[C:5]([CH2:13][C:14]([N:16]2[CH2:21][CH2:20][CH:19]3[CH2:22][N:23]([C:34]4[CH2:38][CH2:37][C:36](=[O:39])[CH:35]=4)[CH2:24][CH:18]3[CH:17]2[C:25]2[CH:26]=[CH:27][C:28]([F:31])=[CH:29][CH:30]=2)=[O:15])[CH:6]=[C:7]([C:9]([F:12])([F:10])[F:11])[CH:8]=1. (4) Given the reactants [CH2:1]([O:8][C:9]1[CH:10]=[C:11]([CH:23]=[CH:24][C:25]=1[N:26]1[CH2:30][C:29](=[O:31])[NH:28][S:27]1(=[O:33])=[O:32])[CH2:12][C:13]1[CH:18]=[CH:17][CH:16]=[CH:15][C:14]=1[CH2:19][C:20]([OH:22])=O)[C:2]1[CH:7]=[CH:6][CH:5]=[CH:4][CH:3]=1.CN(C(O[N:42]1N=N[C:44]2C=CC=N[C:43]1=2)=[N+](C)C)C.F[P-](F)(F)(F)(F)F.C(N(C(C)C)CC)(C)C.C(N)C.Cl, predict the reaction product. The product is: [CH2:1]([O:8][C:9]1[CH:10]=[C:11]([CH:23]=[CH:24][C:25]=1[N:26]1[CH2:30][C:29](=[O:31])[NH:28][S:27]1(=[O:32])=[O:33])[CH2:12][C:13]1[CH:18]=[CH:17][CH:16]=[CH:15][C:14]=1[CH2:19][C:20]([NH:42][CH2:43][CH3:44])=[O:22])[C:2]1[CH:7]=[CH:6][CH:5]=[CH:4][CH:3]=1.